This data is from Catalyst prediction with 721,799 reactions and 888 catalyst types from USPTO. The task is: Predict which catalyst facilitates the given reaction. (1) Reactant: [NH2:1][CH2:2][CH2:3][C:4]1[N:5]=[C:6]([NH:9][C:10](=[O:16])[O:11][C:12]([CH3:15])([CH3:14])[CH3:13])[S:7][CH:8]=1.F[C:18]1[CH:23]=[CH:22][C:21]([N+:24]([O-:26])=[O:25])=[CH:20][CH:19]=1.C(N(CC)CC)C. Product: [N+:24]([C:21]1[CH:22]=[CH:23][C:18]([NH:1][CH2:2][CH2:3][C:4]2[N:5]=[C:6]([NH:9][C:10](=[O:16])[O:11][C:12]([CH3:13])([CH3:15])[CH3:14])[S:7][CH:8]=2)=[CH:19][CH:20]=1)([O-:26])=[O:25]. The catalyst class is: 6. (2) Reactant: [CH3:1][N:2]([CH3:28])[S:3]([C:6]1[CH:7]=[C:8]([CH:12]2[C:21]([CH3:23])([CH3:22])[CH2:20][C:19]3[C:14](=[CH:15][CH:16]=[C:17]([C:24]([O:26]C)=[O:25])[CH:18]=3)[NH:13]2)[CH:9]=[CH:10][CH:11]=1)(=[O:5])=[O:4].[OH-].[Na+]. Product: [CH3:28][N:2]([CH3:1])[S:3]([C:6]1[CH:7]=[C:8]([CH:12]2[C:21]([CH3:23])([CH3:22])[CH2:20][C:19]3[C:14](=[CH:15][CH:16]=[C:17]([C:24]([OH:26])=[O:25])[CH:18]=3)[NH:13]2)[CH:9]=[CH:10][CH:11]=1)(=[O:5])=[O:4]. The catalyst class is: 111.